From a dataset of Full USPTO retrosynthesis dataset with 1.9M reactions from patents (1976-2016). Predict the reactants needed to synthesize the given product. (1) Given the product [CH:1]1([CH2:7][N:8]2[C:12]3[CH:13]=[C:14]([F:18])[C:15]([F:17])=[CH:16][C:11]=3[N:10]=[C:9]2[C:19]2[C:20]([OH:25])=[N:21][CH:22]=[CH:23][CH:24]=2)[CH2:2][CH2:3][CH2:4][CH2:5][CH2:6]1, predict the reactants needed to synthesize it. The reactants are: [CH:1]1([CH2:7][N:8]2[C:12]3[CH:13]=[C:14]([F:18])[C:15]([F:17])=[CH:16][C:11]=3[N:10]=[C:9]2[C:19]2[C:20]([O:25]CC3C=CC(OC)=CC=3)=[N:21][CH:22]=[CH:23][CH:24]=2)[CH2:6][CH2:5][CH2:4][CH2:3][CH2:2]1.B(Br)(Br)Br. (2) Given the product [OH:1][CH2:2][C:3]1[NH:4][C:5]2[C:6](=[O:15])[C:7]([O:20][CH3:19])=[CH:8][C:9](=[O:14])[C:10]=2[C:11]=1[CH2:12][OH:13], predict the reactants needed to synthesize it. The reactants are: [OH:1][CH2:2][C:3]1[NH:4][C:5]2[C:6](=[O:15])[CH:7]=[CH:8][C:9](=[O:14])[C:10]=2[C:11]=1[CH2:12][OH:13].N1CC1.[CH3:19][OH:20]. (3) Given the product [CH2:8]([O:7][C:5]([C:4]1[C:1]([CH3:2])=[N:14][C:15]([S:17][CH3:18])=[N:16][CH:10]=1)=[O:6])[CH3:9], predict the reactants needed to synthesize it. The reactants are: [C:1]([C:4](=[CH:10]OCC)[C:5]([O:7][CH2:8][CH3:9])=[O:6])(=O)[CH3:2].[NH2:14][C:15]([S:17][CH3:18])=[NH:16].C(N(CC)CC)C. (4) The reactants are: [Cl:1][C:2]1[CH:3]=[C:4]([C:9]2([C:21]3[CH:26]=[C:25]([Cl:27])[CH:24]=[C:23]([Cl:28])[CH:22]=3)[O:13][C:12]3[CH:14]=[CH:15][C:16]([C:18]([OH:20])=O)=[CH:17][C:11]=3[O:10]2)[CH:5]=[C:6]([Cl:8])[CH:7]=1.[NH:29]1[CH2:34][CH2:33][O:32][CH2:31][CH2:30]1. Given the product [Cl:1][C:2]1[CH:3]=[C:4]([C:9]2([C:21]3[CH:26]=[C:25]([Cl:27])[CH:24]=[C:23]([Cl:28])[CH:22]=3)[O:13][C:12]3[CH:14]=[CH:15][C:16]([C:18]([N:29]4[CH2:34][CH2:33][O:32][CH2:31][CH2:30]4)=[O:20])=[CH:17][C:11]=3[O:10]2)[CH:5]=[C:6]([Cl:8])[CH:7]=1, predict the reactants needed to synthesize it. (5) Given the product [O:1]=[C:2]1[N:8]([CH:9]2[CH2:14][CH2:13][N:12]([C:15]([O:17][C@H:18]([CH2:19][C:20]3[CH:30]=[C:29]([CH3:31])[C:23]4[N:24]([CH3:28])[C:25](=[O:27])[O:26][C:22]=4[CH:21]=3)[C:32]([N:78]3[CH2:79][CH2:80][CH:75]([N:72]4[CH2:73][CH2:74][C:69]([NH2:81])([CH3:68])[CH2:70][CH2:71]4)[CH2:76][CH2:77]3)=[O:33])=[O:16])[CH2:11][CH2:10]2)[CH2:7][CH2:6][C:5]2[CH:35]=[CH:36][CH:37]=[CH:38][C:4]=2[NH:3]1, predict the reactants needed to synthesize it. The reactants are: [O:1]=[C:2]1[N:8]([CH:9]2[CH2:14][CH2:13][N:12]([C:15]([O:17][C@@H:18]([C:32](O)=[O:33])[CH2:19][C:20]3[CH:30]=[C:29]([CH3:31])[C:23]4[N:24]([CH3:28])[C:25](=[O:27])[O:26][C:22]=4[CH:21]=3)=[O:16])[CH2:11][CH2:10]2)[CH2:7][CH2:6][C:5]2[CH:35]=[CH:36][CH:37]=[CH:38][C:4]=2[NH:3]1.CN(C(ON1N=NC2C=CC=CC1=2)=[N+](C)C)C.[B-](F)(F)(F)F.C(N(CC)CC)C.[CH3:68][C:69]1([NH:81]C(=O)OC(C)(C)C)[CH2:74][CH2:73][N:72]([CH:75]2[CH2:80][CH2:79][NH:78][CH2:77][CH2:76]2)[CH2:71][CH2:70]1.C(O)(C(F)(F)F)=O. (6) Given the product [Cl:1][C:2]1[C:9]([O:10][CH3:11])=[CH:8][CH:7]=[CH:6][C:3]=1/[CH:4]=[C:13](/[S:14]([CH3:16])=[O:15])\[S:17][CH3:18], predict the reactants needed to synthesize it. The reactants are: [Cl:1][C:2]1[C:9]([O:10][CH3:11])=[CH:8][CH:7]=[CH:6][C:3]=1[CH:4]=O.C[CH:13]([S:17][CH:18](S(C)=O)C)[S:14]([CH3:16])=[O:15].CO. (7) Given the product [CH2:23]([C:2]1[C:3]2[N:15]=[C:14]([C:16]3[CH:17]=[CH:18][C:19]([F:22])=[CH:20][CH:21]=3)[CH:13]=[CH:12][C:4]=2[N:5]=[C:6]([NH2:8])[N:7]=1)[CH3:24], predict the reactants needed to synthesize it. The reactants are: Cl[C:2]1[C:3]2[N:15]=[C:14]([C:16]3[CH:21]=[CH:20][C:19]([F:22])=[CH:18][CH:17]=3)[CH:13]=[CH:12][C:4]=2[N:5]=[C:6]([NH:8]C(=O)C)[N:7]=1.[CH2:23]([Mg]Br)[CH3:24]. (8) Given the product [Cl:1][C:2]1[C:10]2[N:9]=[C:8]3[N:11]([C:15]4[CH:20]=[CH:19][C:18]([Cl:21])=[CH:17][C:16]=4[Cl:22])[CH2:12][CH2:13][CH2:14][N:7]3[C:6]=2[C:5]([CH:23]([O:26][CH:38]([CH3:39])[CH3:37])[CH2:24][CH3:25])=[CH:4][CH:3]=1, predict the reactants needed to synthesize it. The reactants are: [Cl:1][C:2]1[C:10]2[N:9]=[C:8]3[N:11]([C:15]4[CH:20]=[CH:19][C:18]([Cl:21])=[CH:17][C:16]=4[Cl:22])[CH2:12][CH2:13][CH2:14][N:7]3[C:6]=2[C:5]([CH:23]([OH:26])[CH2:24][CH3:25])=[CH:4][CH:3]=1.S(=O)(=O)(O)O.C(=O)([O-])O.[Na+].[CH3:37][CH:38](O)[CH3:39]. (9) Given the product [CH3:1][O:2][C:3]1[CH:4]=[C:5]([CH:23]=[C:24]([O:28][CH3:29])[C:25]=1[O:26][CH3:27])[CH2:6][O:7][C:8]1[CH:9]=[C:10]2[C:14](=[CH:15][C:16]=1[O:17][CH3:18])[NH:13][C:12]([C:19]([OH:21])=[O:20])=[CH:11]2, predict the reactants needed to synthesize it. The reactants are: [CH3:1][O:2][C:3]1[CH:4]=[C:5]([CH:23]=[C:24]([O:28][CH3:29])[C:25]=1[O:26][CH3:27])[CH2:6][O:7][C:8]1[CH:9]=[C:10]2[C:14](=[CH:15][C:16]=1[O:17][CH3:18])[NH:13][C:12]([C:19]([O:21]C)=[O:20])=[CH:11]2.[OH-].[Na+]. (10) Given the product [Cl:22][C:19]1[CH:20]=[CH:21][C:16]2[S:13](=[O:15])(=[O:14])[N:10]3[CH2:9][C@H:8]([CH2:12][CH2:11]3)[NH:7][C:17]=2[N:18]=1, predict the reactants needed to synthesize it. The reactants are: C(OC(=O)[NH:7][C@H:8]1[CH2:12][CH2:11][N:10]([S:13]([C:16]2[C:17](Cl)=[N:18][C:19]([Cl:22])=[CH:20][CH:21]=2)(=[O:15])=[O:14])[CH2:9]1)(C)(C)C.FC(F)(F)C(O)=O.C(=O)([O-])[O-].[Na+].[Na+].